From a dataset of Full USPTO retrosynthesis dataset with 1.9M reactions from patents (1976-2016). Predict the reactants needed to synthesize the given product. (1) Given the product [C:52]([O:51][C:49]([N:43]1[CH2:48][CH2:47][N:46]([C:2]2[CH:7]=[CH:6][C:5]([C:8]3[CH:23]=[C:11]4[N:12]=[C:13]([Cl:22])[CH:14]=[C:15]([N:16]5[CH2:21][CH2:20][O:19][CH2:18][CH2:17]5)[N:10]4[N:9]=3)=[CH:4][CH:3]=2)[CH2:45][CH2:44]1)=[O:50])([CH3:55])([CH3:53])[CH3:54], predict the reactants needed to synthesize it. The reactants are: Br[C:2]1[CH:7]=[CH:6][C:5]([C:8]2[CH:23]=[C:11]3[N:12]=[C:13]([Cl:22])[CH:14]=[C:15]([N:16]4[CH2:21][CH2:20][O:19][CH2:18][CH2:17]4)[N:10]3[N:9]=2)=[CH:4][CH:3]=1.CC(C)([O-])C.[Na+].C(P(C(C)(C)C)C(C)(C)C)(C)(C)C.[N:43]1([C:49]([O:51][C:52]([CH3:55])([CH3:54])[CH3:53])=[O:50])[CH2:48][CH2:47][NH:46][CH2:45][CH2:44]1. (2) Given the product [CH3:1][C:2]1[CH:7]=[CH:6][C:5]([CH:8]([C:10]2[CH:15]=[CH:14][C:13]([CH3:16])=[CH:12][CH:11]=2)[N:17]2[CH2:21][CH2:20][CH2:19][CH2:18]2)=[CH:4][CH:3]=1, predict the reactants needed to synthesize it. The reactants are: [CH3:1][C:2]1[CH:7]=[CH:6][C:5]([CH:8]([C:10]2[CH:15]=[CH:14][C:13]([CH3:16])=[CH:12][CH:11]=2)O)=[CH:4][CH:3]=1.[NH:17]1[CH2:21][CH2:20][CH2:19][CH2:18]1.C(=O)([O-])O.[Na+]. (3) Given the product [CH2:2]([O:3][C:4]([CH:6]1[CH2:12][C:11]2[C:19]3[C:18](=[CH:17][CH:16]=[C:15]([F:14])[CH:20]=3)[NH:21][C:9]=2[CH2:8][CH2:7]1)=[O:5])[CH3:1], predict the reactants needed to synthesize it. The reactants are: [CH3:1][CH2:2][O:3][C:4]([CH:6]1[CH2:12][CH2:11][C:9](=O)[CH2:8][CH2:7]1)=[O:5].Cl.[F:14][C:15]1[CH:20]=[CH:19][C:18]([NH:21]N)=[CH:17][CH:16]=1. (4) Given the product [N:17]12[CH2:24][CH2:23][CH:20]([CH2:21][CH2:22]1)[CH:19]([C:25]([C:3]1[CH:8]=[CH:7][CH:6]=[CH:5][C:4]=1[CH3:9])=[O:29])[CH2:18]2, predict the reactants needed to synthesize it. The reactants are: Br[Mg][C:3]1[CH:8]=[CH:7][CH:6]=[CH:5][C:4]=1[CH3:9].C1(C)C=CC=CC=1.[N:17]12[CH2:24][CH2:23][CH:20]([CH2:21][CH2:22]1)[CH:19]([C:25]#N)[CH2:18]2.C([O:29]CC)C. (5) Given the product [Cl:8][C:9]1[C:13]([Cl:14])=[C:12]([CH3:15])[NH:11][C:10]=1[C:16]([NH:18][CH:19]1[CH2:24][CH2:23][NH:22][CH2:21][CH2:20]1)=[O:17], predict the reactants needed to synthesize it. The reactants are: FC(F)(F)C([O-])=O.[Cl:8][C:9]1[C:13]([Cl:14])=[C:12]([CH3:15])[NH:11][C:10]=1[C:16]([NH:18][CH:19]1[CH2:24][CH2:23][NH2+:22][CH2:21][CH2:20]1)=[O:17].C(Cl)(Cl)Cl.C(O)(C)C.C([O-])([O-])=O.[Na+].[Na+]. (6) Given the product [N:28]1[C:27]2[CH:26]=[CH:25][CH:24]=[C:23]([N:19]3[CH2:20][CH2:21][N:22]([CH2:2][CH2:3][CH2:4][CH2:5][N:6]4[C:10](=[O:11])[CH:9]5[CH2:12][CH2:13][CH2:14][N:8]5[C:7]4=[O:15])[C@@H:17]([CH3:16])[CH2:18]3)[C:31]=2[NH:30][CH:29]=1, predict the reactants needed to synthesize it. The reactants are: Br[CH2:2][CH2:3][CH2:4][CH2:5][N:6]1[C:10](=[O:11])[CH:9]2[CH2:12][CH2:13][CH2:14][N:8]2[C:7]1=[O:15].[CH3:16][C@@H:17]1[NH:22][CH2:21][CH2:20][N:19]([C:23]2[C:31]3[NH:30][CH:29]=[N:28][C:27]=3[CH:26]=[CH:25][CH:24]=2)[CH2:18]1. (7) Given the product [Br:2][C:3]1[CH:4]=[C:5]2[C:10](=[CH:11][CH:12]=1)[N:9]=[CH:8][C:7]([C:13](=[O:15])[CH3:14])=[C:6]2[NH:9][C@H:10]1[CH2:11][CH2:12][C@H:3]([CH2:31][CH2:30][N:26]([CH3:23])[CH3:27])[CH2:4][CH2:5]1, predict the reactants needed to synthesize it. The reactants are: Cl.[Br:2][C:3]1[CH:4]=[C:5]2[C:10](=[CH:11][CH:12]=1)[N:9]=[CH:8][C:7]([C:13](=[O:15])[CH3:14])=[C:6]2Cl.C([O-])([O-])=O.[K+].[K+].[CH:23]([N:26]([CH2:30][CH3:31])[CH:27](C)C)(C)C. (8) Given the product [Cl:1][C:2]1[CH:7]=[CH:6][C:5]([C:8]2([N:14]3[CH2:19][CH2:18][NH:17][C@H:16]([CH3:27])[CH2:15]3)[CH2:13][CH2:12][CH2:11][CH2:10][CH2:9]2)=[CH:4][CH:3]=1, predict the reactants needed to synthesize it. The reactants are: [Cl:1][C:2]1[CH:7]=[CH:6][C:5]([C:8]2([N:14]3[CH2:19][CH2:18][N:17](C(OC(C)(C)C)=O)[C@H:16]([CH3:27])[CH2:15]3)[CH2:13][CH2:12][CH2:11][CH2:10][CH2:9]2)=[CH:4][CH:3]=1.Cl.O1CCOCC1. (9) Given the product [C:12]([C:13]1[C:14](=[O:15])[O:10][C:4]2[C:5]([CH:6]=1)=[CH:8][CH:9]=[C:2]([F:1])[CH:3]=2)(=[O:11])[CH3:19], predict the reactants needed to synthesize it. The reactants are: [F:1][C:2]1[CH:9]=[CH:8][C:5]([CH:6]=O)=[C:4]([OH:10])[CH:3]=1.[O:11]=[C:12]([CH3:19])[CH2:13][C:14](OCC)=[O:15].